Dataset: Peptide-MHC class I binding affinity with 185,985 pairs from IEDB/IMGT. Task: Regression. Given a peptide amino acid sequence and an MHC pseudo amino acid sequence, predict their binding affinity value. This is MHC class I binding data. (1) The peptide sequence is TAFTIPSI. The MHC is HLA-A02:01 with pseudo-sequence HLA-A02:01. The binding affinity (normalized) is 0.0332. (2) The peptide sequence is LFFPFGLFK. The MHC is HLA-B08:01 with pseudo-sequence HLA-B08:01. The binding affinity (normalized) is 0.0847. (3) The peptide sequence is PGYRWMCLRR. The MHC is HLA-A02:06 with pseudo-sequence HLA-A02:06. The binding affinity (normalized) is 0.0138. (4) The peptide sequence is RYFTVAFLF. The MHC is HLA-C14:02 with pseudo-sequence HLA-C14:02. The binding affinity (normalized) is 0.291. (5) The peptide sequence is KRHSTKYHL. The MHC is HLA-A29:02 with pseudo-sequence HLA-A29:02. The binding affinity (normalized) is 0.140. (6) The peptide sequence is IILFILFFAY. The MHC is HLA-A03:01 with pseudo-sequence HLA-A03:01. The binding affinity (normalized) is 0.392.